Predict the product of the given reaction. From a dataset of Forward reaction prediction with 1.9M reactions from USPTO patents (1976-2016). (1) The product is: [CH2:25]([C:20]([NH:19][C:10]([C:7]1[CH:6]=[C:5]([O:13][CH2:14][CH:15]2[CH2:17][CH2:16]2)[C:4]([CH:1]2[CH2:2][CH2:3]2)=[CH:9][N:8]=1)=[O:12])([C:21](=[O:22])[NH:23][CH3:24])[CH2:27][CH3:28])[CH3:26]. Given the reactants [CH:1]1([C:4]2[C:5]([O:13][CH2:14][CH:15]3[CH2:17][CH2:16]3)=[CH:6][C:7]([C:10]([OH:12])=O)=[N:8][CH:9]=2)[CH2:3][CH2:2]1.Cl.[NH2:19][C:20]([CH2:27][CH3:28])([CH2:25][CH3:26])[C:21]([NH:23][CH3:24])=[O:22], predict the reaction product. (2) Given the reactants [C:1]([O:5][C:6](=[O:46])[NH:7][C:8](=[N:27][C:28](=[O:45])[CH2:29][C:30]([C:35]1[CH:40]=[CH:39][C:38]([O:41][CH2:42][CH:43]=[CH2:44])=[CH:37][CH:36]=1)=[N:31][O:32][CH2:33][CH3:34])[CH2:9][C:10]1[CH:15]=[C:14]([Cl:16])[C:13]([NH:17][C:18](=[O:25])[CH2:19][NH:20][CH2:21][CH2:22][CH:23]=[CH2:24])=[C:12]([Cl:26])[CH:11]=1)([CH3:4])([CH3:3])[CH3:2].C(N(C(C)C)CC)(C)C.[CH3:56][C:57]([O:60][C:61](O[C:61]([O:60][C:57]([CH3:59])([CH3:58])[CH3:56])=[O:62])=[O:62])([CH3:59])[CH3:58], predict the reaction product. The product is: [C:1]([O:5][C:6](=[O:46])[NH:7][C:8](=[N:27][C:28](=[O:45])[CH2:29][C:30]([C:35]1[CH:40]=[CH:39][C:38]([O:41][CH2:42][CH:43]=[CH2:44])=[CH:37][CH:36]=1)=[N:31][O:32][CH2:33][CH3:34])[CH2:9][C:10]1[CH:15]=[C:14]([Cl:16])[C:13]([NH:17][C:18](=[O:25])[CH2:19][N:20]([CH2:21][CH2:22][CH:23]=[CH2:24])[C:61]([O:60][C:57]([CH3:59])([CH3:58])[CH3:56])=[O:62])=[C:12]([Cl:26])[CH:11]=1)([CH3:2])([CH3:4])[CH3:3]. (3) The product is: [ClH:20].[CH3:14][N:9]([CH2:10][CH2:11][C:12]#[N:13])[C:6]1[CH:7]=[CH:8][C:3]([CH:1]=[N:19][NH:18][C:15]([NH2:17])=[NH:16])=[CH:4][CH:5]=1. Given the reactants [CH:1]([C:3]1[CH:8]=[CH:7][C:6]([N:9]([CH3:14])[CH2:10][CH2:11][C:12]#[N:13])=[CH:5][CH:4]=1)=O.[C:15]([NH:18][NH2:19])([NH2:17])=[NH:16].[ClH:20], predict the reaction product. (4) Given the reactants C([O:3][C:4]([C:6]1[N:7]=[CH:8][N:9]([CH2:18][CH:19]([CH3:21])[CH3:20])[C:10]=1[C:11]1[CH:16]=[CH:15][CH:14]=[CH:13][C:12]=1[Br:17])=[O:5])C.[OH-].[Na+].OS([O-])(=O)=O.[K+], predict the reaction product. The product is: [Br:17][C:12]1[CH:13]=[CH:14][CH:15]=[CH:16][C:11]=1[C:10]1[N:9]([CH2:18][CH:19]([CH3:21])[CH3:20])[CH:8]=[N:7][C:6]=1[C:4]([OH:5])=[O:3]. (5) Given the reactants [F:1][C:2]1[CH:7]=[CH:6][C:5]([C:8]2[N:9]=[C:10]([CH2:13][CH2:14][NH2:15])[S:11][CH:12]=2)=[CH:4][CH:3]=1.[F:16][C:17]([F:33])([F:32])[C:18]1[O:22][N:21]=[C:20]([C:23]2[CH:24]=[C:25]([CH:29]=[CH:30][CH:31]=2)[C:26](O)=[O:27])[N:19]=1, predict the reaction product. The product is: [F:1][C:2]1[CH:3]=[CH:4][C:5]([C:8]2[N:9]=[C:10]([CH2:13][CH2:14][NH:15][C:26](=[O:27])[C:25]3[CH:29]=[CH:30][CH:31]=[C:23]([C:20]4[N:19]=[C:18]([C:17]([F:33])([F:32])[F:16])[O:22][N:21]=4)[CH:24]=3)[S:11][CH:12]=2)=[CH:6][CH:7]=1. (6) Given the reactants [C:1]([N:8]1[CH2:16][CH2:15][CH:14]2[NH:17][CH:10]([CH2:11][CH2:12][CH2:13]2)[CH2:9]1)([O:3][C:4]([CH3:7])([CH3:6])[CH3:5])=[O:2].[C:18](O[C:18](=[O:21])[CH2:19][CH3:20])(=[O:21])[CH2:19][CH3:20].[OH-].[Na+], predict the reaction product. The product is: [C:1]([N:8]1[CH2:16][CH2:15][CH:14]2[N:17]([C:18](=[O:21])[CH2:19][CH3:20])[CH:10]([CH2:11][CH2:12][CH2:13]2)[CH2:9]1)([O:3][C:4]([CH3:7])([CH3:6])[CH3:5])=[O:2]. (7) Given the reactants [CH2:1]([O:8][C:9]1[CH:18]=[CH:17][C:16]2[N:15]=[CH:14][C:13]3[N:19]=[CH:20][N:21]([CH2:22][CH:23]([CH3:25])[CH3:24])[C:12]=3[C:11]=2[CH:10]=1)[C:2]1[CH:7]=[CH:6][CH:5]=[CH:4][CH:3]=1.C([O:33]C1C=CC2C3N(CC(C)C)C(C)=NC=3C=NC=2C=1)C1C=CC=CC=1, predict the reaction product. The product is: [CH2:1]([O:8][C:9]1[CH:18]=[CH:17][C:16]2[N+:15]([O-:33])=[CH:14][C:13]3[N:19]=[CH:20][N:21]([CH2:22][CH:23]([CH3:25])[CH3:24])[C:12]=3[C:11]=2[CH:10]=1)[C:2]1[CH:3]=[CH:4][CH:5]=[CH:6][CH:7]=1.